Dataset: Full USPTO retrosynthesis dataset with 1.9M reactions from patents (1976-2016). Task: Predict the reactants needed to synthesize the given product. (1) Given the product [CH:1]1([C@H:4]2[CH2:9][N:8]([C:10]3[C:15]([N+:16]([O-:18])=[O:17])=[CH:14][N+:13]([O-:39])=[C:12]4[CH2:19][CH2:20][CH2:21][C:11]=34)[CH2:7][C@@H:6]([NH:22][C:23](=[O:29])[O:24][C:25]([CH3:27])([CH3:26])[CH3:28])[C@@H:5]2[OH:30])[CH2:3][CH2:2]1, predict the reactants needed to synthesize it. The reactants are: [CH:1]1([C@H:4]2[CH2:9][N:8]([C:10]3[C:15]([N+:16]([O-:18])=[O:17])=[CH:14][N:13]=[C:12]4[CH2:19][CH2:20][CH2:21][C:11]=34)[CH2:7][C@@H:6]([NH:22][C:23](=[O:29])[O:24][C:25]([CH3:28])([CH3:27])[CH3:26])[C@@H:5]2[OH:30])[CH2:3][CH2:2]1.C1C=C(Cl)C=C(C(OO)=[O:39])C=1.[O-]S([O-])(=S)=O.[Na+].[Na+].[OH-].[Na+]. (2) Given the product [F:1][C:2]1[CH:22]=[CH:21][C:5]([O:6][C:7]2[CH:16]=[C:11]([C:12]([OH:14])=[O:13])[CH:10]=[C:9]([CH:8]=2)[C:17]([OH:19])=[O:18])=[CH:4][CH:3]=1, predict the reactants needed to synthesize it. The reactants are: [F:1][C:2]1[CH:22]=[CH:21][C:5]([O:6][C:7]2[CH:8]=[C:9]([C:17]([O:19]C)=[O:18])[CH:10]=[C:11]([CH:16]=2)[C:12]([O:14]C)=[O:13])=[CH:4][CH:3]=1.C(=O)(O)[O-].[Na+].